Task: Predict the reactants needed to synthesize the given product.. Dataset: Full USPTO retrosynthesis dataset with 1.9M reactions from patents (1976-2016) Given the product [CH2:13]([N:20]([C:2]1[C:7]([Cl:8])=[CH:6][C:5]([C:9]([F:12])([F:11])[F:10])=[CH:4][N:3]=1)[S:21]([C:24]1[CH:33]=[CH:32][C:27]([C:28]([O:30][CH3:31])=[O:29])=[C:26]([CH3:34])[CH:25]=1)(=[O:23])=[O:22])[C:14]1[CH:15]=[CH:16][CH:17]=[CH:18][CH:19]=1, predict the reactants needed to synthesize it. The reactants are: Cl[C:2]1[C:7]([Cl:8])=[CH:6][C:5]([C:9]([F:12])([F:11])[F:10])=[CH:4][N:3]=1.[CH2:13]([NH:20][S:21]([C:24]1[CH:33]=[CH:32][C:27]([C:28]([O:30][CH3:31])=[O:29])=[C:26]([CH3:34])[CH:25]=1)(=[O:23])=[O:22])[C:14]1[CH:19]=[CH:18][CH:17]=[CH:16][CH:15]=1.